Dataset: Forward reaction prediction with 1.9M reactions from USPTO patents (1976-2016). Task: Predict the product of the given reaction. (1) Given the reactants Br[C:2]1[CH:7]=[CH:6][C:5]([C:8]2[O:12][N:11]=[C:10]([CH3:13])[C:9]=2[CH:14]([OH:24])[CH2:15][CH2:16][CH2:17][C:18]2[CH:23]=[CH:22][CH:21]=[CH:20][CH:19]=2)=[CH:4][CH:3]=1.[CH2:25]([O:27][C:28](=[O:52])[CH:29]([C:37]1[CH:42]=[CH:41][C:40](B2OC(C)(C)C(C)(C)O2)=[CH:39][CH:38]=1)[CH2:30][C:31]1[CH:36]=[CH:35][CH:34]=[CH:33][CH:32]=1)[CH3:26], predict the reaction product. The product is: [CH2:25]([O:27][C:28](=[O:52])[CH:29]([C:37]1[CH:42]=[CH:41][C:40]([C:2]2[CH:7]=[CH:6][C:5]([C:8]3[O:12][N:11]=[C:10]([CH3:13])[C:9]=3[CH:14]([OH:24])[CH2:15][CH2:16][CH2:17][C:18]3[CH:23]=[CH:22][CH:21]=[CH:20][CH:19]=3)=[CH:4][CH:3]=2)=[CH:39][CH:38]=1)[CH2:30][C:31]1[CH:32]=[CH:33][CH:34]=[CH:35][CH:36]=1)[CH3:26]. (2) Given the reactants [F:1][C:2]1[CH:27]=[C:26]([N+:28]([O-])=O)[CH:25]=[CH:24][C:3]=1[O:4][C:5]1[C:10]2=[C:11]([CH3:23])[C:12]([O:14][CH2:15][CH2:16][N:17]3[CH2:22][CH2:21][O:20][CH2:19][CH2:18]3)=[CH:13][N:9]2[N:8]=[CH:7][N:6]=1, predict the reaction product. The product is: [F:1][C:2]1[CH:27]=[C:26]([NH2:28])[CH:25]=[CH:24][C:3]=1[O:4][C:5]1[C:10]2=[C:11]([CH3:23])[C:12]([O:14][CH2:15][CH2:16][N:17]3[CH2:18][CH2:19][O:20][CH2:21][CH2:22]3)=[CH:13][N:9]2[N:8]=[CH:7][N:6]=1. (3) Given the reactants [CH:1]([NH:14][C:15](=[O:30])[O:16][CH:17]1[CH2:22][CH2:21][N:20](CC2C=CC=CC=2)[CH2:19][CH2:18]1)([C:8]1[CH:13]=[CH:12][CH:11]=[CH:10][CH:9]=1)[C:2]1[CH:7]=[CH:6][CH:5]=[CH:4][CH:3]=1.C(O)=O, predict the reaction product. The product is: [CH:1]([NH:14][C:15](=[O:30])[O:16][CH:17]1[CH2:22][CH2:21][NH:20][CH2:19][CH2:18]1)([C:2]1[CH:7]=[CH:6][CH:5]=[CH:4][CH:3]=1)[C:8]1[CH:9]=[CH:10][CH:11]=[CH:12][CH:13]=1. (4) Given the reactants C[Si]([N-][Si](C)(C)C)(C)C.[Na+].[C:11]1(=[O:18])[CH2:16][CH2:15][CH2:14][C:13](=[O:17])[CH2:12]1.[F:19][C:20]([F:33])([F:32])[S:21](O[S:21]([C:20]([F:33])([F:32])[F:19])(=[O:23])=[O:22])(=[O:23])=[O:22].C(=O)(O)[O-].[Na+], predict the reaction product. The product is: [F:19][C:20]([F:33])([F:32])[S:21]([O:17][C:13]1[CH2:14][CH2:15][CH2:16][C:11](=[O:18])[CH:12]=1)(=[O:23])=[O:22]. (5) Given the reactants [Br:1][C:2]1[CH:3]=[C:4]([CH:21]=[C:22]([CH:24]=[O:25])[CH:23]=1)[CH2:5][O:6][C:7]1[CH:12]=[CH:11][CH:10]=[CH:9][C:8]=1[CH2:13][C:14]([O:16][C:17]([CH3:20])([CH3:19])[CH3:18])=[O:15].[CH3:26][Mg+].[Br-], predict the reaction product. The product is: [Br:1][C:2]1[CH:3]=[C:4]([CH:21]=[C:22]([CH:24]([OH:25])[CH3:26])[CH:23]=1)[CH2:5][O:6][C:7]1[CH:12]=[CH:11][CH:10]=[CH:9][C:8]=1[CH2:13][C:14]([O:16][C:17]([CH3:20])([CH3:19])[CH3:18])=[O:15]. (6) Given the reactants [N:1]([CH2:4][C:5]1[C:6]([C:13]#[N:14])=[N:7][C:8]([CH2:11][CH3:12])=[CH:9][CH:10]=1)=[N+]=[N-].C1(P(C2C=CC=CC=2)C2C=CC=CC=2)C=CC=CC=1, predict the reaction product. The product is: [CH2:11]([C:8]1[N:7]=[C:6]2[C:13]([NH2:14])=[N:1][CH2:4][C:5]2=[CH:10][CH:9]=1)[CH3:12].